From a dataset of Catalyst prediction with 721,799 reactions and 888 catalyst types from USPTO. Predict which catalyst facilitates the given reaction. (1) Product: [CH3:1][O:2][C:3](=[O:6])[CH2:4][NH:5][C:13]([C:10]1[CH:11]=[CH:12][C:7]([C:16]2[CH:17]=[CH:18][CH:19]=[CH:20][CH:21]=2)=[CH:8][CH:9]=1)=[O:14]. The catalyst class is: 4. Reactant: [CH3:1][O:2][C:3](=[O:6])[CH2:4][NH2:5].[C:7]1([C:16]2[CH:21]=[CH:20][CH:19]=[CH:18][CH:17]=2)[CH:12]=[CH:11][C:10]([C:13](Cl)=[O:14])=[CH:9][CH:8]=1.C(N(CC)CC)C. (2) Reactant: Cl.[N:2]1([C:8]2[CH:17]=[CH:16][C:15]3[C:10](=[CH:11][CH:12]=[CH:13][CH:14]=3)[N:9]=2)[CH2:7][CH2:6][NH:5][CH2:4][CH2:3]1.[CH2:18]([O:22][C:23]1[CH:31]=[CH:30][C:29]([S:32]([CH3:35])(=[O:34])=[O:33])=[CH:28][C:24]=1[C:25](O)=[O:26])[CH:19]([CH3:21])[CH3:20].C(OCC)(=O)C. Product: [CH2:18]([O:22][C:23]1[CH:31]=[CH:30][C:29]([S:32]([CH3:35])(=[O:34])=[O:33])=[CH:28][C:24]=1[C:25]([N:5]1[CH2:4][CH2:3][N:2]([C:8]2[CH:17]=[CH:16][C:15]3[C:10](=[CH:11][CH:12]=[CH:13][CH:14]=3)[N:9]=2)[CH2:7][CH2:6]1)=[O:26])[CH:19]([CH3:21])[CH3:20]. The catalyst class is: 10. (3) Reactant: FC(F)(F)C(O)=O.[N:8]1([C:13]2[N:18]=[C:17]([CH:19]3[CH:23]([C:24](=[O:27])[NH:25][CH3:26])[CH2:22][CH2:21][N:20]3[CH2:28][CH2:29][N:30]([CH2:38][C:39]3[CH:47]=[CH:46][C:42]4[O:43][CH2:44][O:45][C:41]=4[CH:40]=3)C(=O)OC(C)(C)C)[CH:16]=[C:15]([CH3:48])[N:14]=2)[CH:12]=[CH:11][N:10]=[CH:9]1.O.[OH-].[NH4+]. Product: [N:8]1([C:13]2[N:18]=[C:17]([CH:19]3[CH:23]([C:24]([NH:25][CH3:26])=[O:27])[CH2:22][CH2:21][N:20]3[CH2:28][CH2:29][NH:30][CH2:38][C:39]3[CH:47]=[CH:46][C:42]4[O:43][CH2:44][O:45][C:41]=4[CH:40]=3)[CH:16]=[C:15]([CH3:48])[N:14]=2)[CH:12]=[CH:11][N:10]=[CH:9]1. The catalyst class is: 2. (4) Reactant: [F:1][C:2]([F:31])([F:30])[C:3]1[CH:4]=[C:5]([S:9]([N:12]2[CH2:17][CH2:16][CH:15]([O:18][N:19]3C(=O)C4C(=CC=CC=4)C3=O)[CH2:14][CH2:13]2)(=[O:11])=[O:10])[CH:6]=[CH:7][CH:8]=1.O.NN. Product: [F:31][C:2]([F:1])([F:30])[C:3]1[CH:4]=[C:5]([S:9]([N:12]2[CH2:13][CH2:14][CH:15]([O:18][NH2:19])[CH2:16][CH2:17]2)(=[O:11])=[O:10])[CH:6]=[CH:7][CH:8]=1. The catalyst class is: 8.